The task is: Predict which catalyst facilitates the given reaction.. This data is from Catalyst prediction with 721,799 reactions and 888 catalyst types from USPTO. (1) Reactant: CN(C)C=O.[CH3:6][O:7][C:8]1[CH:39]=[C:38]([O:40][CH3:41])[CH:37]=[CH:36][C:9]=1[CH2:10][NH:11][C:12]1[N:21]2[N:22]=[C:23]([CH:25]3[CH2:30][CH2:29][CH2:28][NH:27][CH2:26]3)[N:24]=[C:20]2[C:19]2[C:14](=[C:15]3[O:33][C:32]([F:35])([F:34])[O:31][C:16]3=[CH:17][CH:18]=2)[N:13]=1.[F:42][C:43]([F:48])([F:47])[CH2:44][CH2:45]I.C(=O)([O-])[O-].[K+].[K+]. Product: [CH3:6][O:7][C:8]1[CH:39]=[C:38]([O:40][CH3:41])[CH:37]=[CH:36][C:9]=1[CH2:10][NH:11][C:12]1[N:21]2[N:22]=[C:23]([CH:25]3[CH2:30][CH2:29][CH2:28][N:27]([CH2:45][CH2:44][C:43]([F:48])([F:47])[F:42])[CH2:26]3)[N:24]=[C:20]2[C:19]2[C:14](=[C:15]3[O:33][C:32]([F:34])([F:35])[O:31][C:16]3=[CH:17][CH:18]=2)[N:13]=1. The catalyst class is: 6. (2) Reactant: [H-].[Al+3].[Li+].[H-].[H-].[H-].[C:7]1([C:13]2[C:24]([C:25](OC)=[O:26])=[C:16]3[C:17]4[CH:23]=[CH:22][O:21][C:18]=4[CH:19]=[CH:20][N:15]3[N:14]=2)[CH:12]=[CH:11][CH:10]=[CH:9][CH:8]=1.O.O.O.O.O.O.O.O.O.O.S([O-])([O-])(=O)=O.[Na+].[Na+]. Product: [C:7]1([C:13]2[C:24]([CH2:25][OH:26])=[C:16]3[C:17]4[CH:23]=[CH:22][O:21][C:18]=4[CH:19]=[CH:20][N:15]3[N:14]=2)[CH:8]=[CH:9][CH:10]=[CH:11][CH:12]=1. The catalyst class is: 7. (3) Reactant: N(/C(OC(C)C)=O)=N\C(OC(C)C)=O.C1(P(C2C=CC=CC=2)C2C=CC=CC=2)C=CC=CC=1.[F:34][C:35]1[C:44]([CH2:45]O)=[C:43]([F:47])[CH:42]=[C:41]2[C:36]=1[CH:37]=[CH:38][CH:39]=[N:40]2.[C:48]1(=[O:58])[C:56]2[C:51](=[CH:52][CH:53]=[CH:54][CH:55]=2)[C:50](=[O:57])[NH:49]1. Product: [F:34][C:35]1[C:44]([CH2:45][N:49]2[C:50](=[O:57])[C:51]3[C:56](=[CH:55][CH:54]=[CH:53][CH:52]=3)[C:48]2=[O:58])=[C:43]([F:47])[CH:42]=[C:41]2[C:36]=1[CH:37]=[CH:38][CH:39]=[N:40]2. The catalyst class is: 1. (4) Reactant: [S:1]1[CH:5]=[CH:4][C:3]2[C:6]([OH:10])=[CH:7][CH:8]=[CH:9][C:2]1=2.[C:11](Cl)(=[O:18])[C:12]1[CH:17]=[CH:16][CH:15]=[CH:14][CH:13]=1. Product: [C:11]([O:10][C:6]1[C:3]2[CH:4]=[CH:5][S:1][C:2]=2[CH:9]=[CH:8][CH:7]=1)(=[O:18])[C:12]1[CH:17]=[CH:16][CH:15]=[CH:14][CH:13]=1. The catalyst class is: 17. (5) Reactant: [CH:1]1([C:7]2[C:8]3[CH:33]=[CH:32][C:31]([C:34]([O:36]C)=[O:35])=[CH:30][C:9]=3[N:10]3[C:16]=2[C:15]2[CH:17]=[CH:18][CH:19]=[C:20]([O:21][CH2:22][CH2:23][N:24]4[CH2:29][CH2:28][CH2:27][CH2:26][CH2:25]4)[C:14]=2[O:13][CH2:12][CH2:11]3)[CH2:6][CH2:5][CH2:4][CH2:3][CH2:2]1.[OH-].[Na+].[ClH:40]. Product: [ClH:40].[CH:1]1([C:7]2[C:8]3[CH:33]=[CH:32][C:31]([C:34]([OH:36])=[O:35])=[CH:30][C:9]=3[N:10]3[C:16]=2[C:15]2[CH:17]=[CH:18][CH:19]=[C:20]([O:21][CH2:22][CH2:23][N:24]4[CH2:29][CH2:28][CH2:27][CH2:26][CH2:25]4)[C:14]=2[O:13][CH2:12][CH2:11]3)[CH2:2][CH2:3][CH2:4][CH2:5][CH2:6]1. The catalyst class is: 83. (6) Reactant: [NH2:1][C:2]1[CH:9]=[CH:8][C:5]([CH:6]=[O:7])=[CH:4][CH:3]=1.Cl.N([O-])=O.[Na+].[N-:15]=[N+:16]=[N-].[Na+]. Product: [N:1]([C:2]1[CH:9]=[CH:8][C:5]([CH:6]=[O:7])=[CH:4][CH:3]=1)=[N+:15]=[N-:16]. The catalyst class is: 6. (7) Reactant: [NH2:1][C:2]1[CH:7]=[CH:6][C:5]([OH:8])=[CH:4][CH:3]=1.[CH3:9][S:10](Cl)(=[O:12])=[O:11]. Product: [CH3:9][S:10]([NH:1][C:2]1[CH:7]=[CH:6][C:5]([OH:8])=[CH:4][CH:3]=1)(=[O:12])=[O:11]. The catalyst class is: 5.